From a dataset of Reaction yield outcomes from USPTO patents with 853,638 reactions. Predict the reaction yield, written as a fraction of the theoretical maximum amount of product (1.0 means a 100% yield; for example, 0.34 means a 34% yield). (1) The reactants are FC(F)(F)S(O[C:7]1[CH:12]=[CH:11][CH:10]=[C:9]([C:13]([CH3:16])([CH3:15])[CH3:14])[CH:8]=1)(=O)=O.[CH3:19][N:20](C=O)C. The catalyst is CCOCC.[C-]#N.[Zn+2].[C-]#N. The product is [C:13]([C:9]1[CH:8]=[C:7]([CH:12]=[CH:11][CH:10]=1)[C:19]#[N:20])([CH3:16])([CH3:15])[CH3:14]. The yield is 0.750. (2) The reactants are [CH2:1]([C:3]1[C:8](=[O:9])[NH:7][C:6]([CH3:10])=[C:5]([C:11]2[S:15][C:14]([S:16]([Cl:19])(=[O:18])=[O:17])=[CH:13][CH:12]=2)[CH:4]=1)[CH3:2].[NH2:20][CH2:21][CH2:22][N:23]1[CH2:27][CH2:26][CH2:25][CH2:24]1. No catalyst specified. The product is [ClH:19].[N:23]1([CH2:22][CH2:21][NH:20][S:16]([C:14]2[S:15][C:11]([C:5]3[CH:4]=[C:3]([CH2:1][CH3:2])[C:8](=[O:9])[NH:7][C:6]=3[CH3:10])=[CH:12][CH:13]=2)(=[O:18])=[O:17])[CH2:27][CH2:26][CH2:25][CH2:24]1. The yield is 0.367. (3) The reactants are Br[C:2]1[C:3]([F:28])=[C:4]([N:8]2[CH:13]=[C:12]([O:14][CH3:15])[C:11](=[O:16])[C:10]([C:17]3[N:21]([C:22]4[CH:27]=[CH:26][CH:25]=[CH:24][CH:23]=4)[N:20]=[CH:19][CH:18]=3)=[N:9]2)[CH:5]=[CH:6][CH:7]=1.Cl.[F:30][C:31]([F:38])([F:37])[CH:32]1[CH2:36][CH2:35][NH:34][CH2:33]1.CC([O-])(C)C.[Na+].CC1(C)C2C(=C(P(C3C=CC=CC=3)C3C=CC=CC=3)C=CC=2)OC2C(P(C3C=CC=CC=3)C3C=CC=CC=3)=CC=CC1=2. The catalyst is O1CCOCC1.C1C=CC(/C=C/C(/C=C/C2C=CC=CC=2)=O)=CC=1.C1C=CC(/C=C/C(/C=C/C2C=CC=CC=2)=O)=CC=1.C1C=CC(/C=C/C(/C=C/C2C=CC=CC=2)=O)=CC=1.[Pd].[Pd]. The product is [F:28][C:3]1[C:2]([N:34]2[CH2:35][CH2:36][CH:32]([C:31]([F:38])([F:37])[F:30])[CH2:33]2)=[CH:7][CH:6]=[CH:5][C:4]=1[N:8]1[CH:13]=[C:12]([O:14][CH3:15])[C:11](=[O:16])[C:10]([C:17]2[N:21]([C:22]3[CH:27]=[CH:26][CH:25]=[CH:24][CH:23]=3)[N:20]=[CH:19][CH:18]=2)=[N:9]1. The yield is 0.390. (4) The yield is 0.820. The reactants are [Al](Cl)(CC)CC.[C:7](Cl)(=[O:9])[CH3:8].[CH3:11][O:12][C:13]1[CH:14]=[C:15]([NH:21][C:22]([C:24]2[S:25][CH:26]=[C:27]([CH:29]([CH3:31])[CH3:30])[N:28]=2)=[O:23])[CH:16]=[C:17]([O:19][CH3:20])[CH:18]=1. The product is [C:7]([C:14]1[C:13]([O:12][CH3:11])=[CH:18][C:17]([O:19][CH3:20])=[CH:16][C:15]=1[NH:21][C:22]([C:24]1[S:25][CH:26]=[C:27]([CH:29]([CH3:31])[CH3:30])[N:28]=1)=[O:23])(=[O:9])[CH3:8]. The catalyst is C(Cl)Cl.